This data is from Forward reaction prediction with 1.9M reactions from USPTO patents (1976-2016). The task is: Predict the product of the given reaction. (1) The product is: [CH3:1][C@@H:2]1[CH2:7][CH2:6][C@@H:5]([CH2:8][O:9][C:10]2[CH:15]=[CH:14][C:13]([C:16]([F:18])([F:17])[F:19])=[CH:12][CH:11]=2)[CH2:4][NH:3]1. Given the reactants [CH3:1][C@@H:2]1[CH2:7][CH2:6][C@@H:5]([CH2:8][O:9][C:10]2[CH:15]=[CH:14][C:13]([C:16]([F:19])([F:18])[F:17])=[CH:12][CH:11]=2)[CH2:4][N:3]1C(OC(C)(C)C)=O.Cl.CCOCC, predict the reaction product. (2) Given the reactants [CH2:1]([O:19][C@H:20]1[C@H:24]([O:25][CH2:26][CH2:27][CH2:28][CH2:29][CH2:30][CH2:31][CH2:32][CH2:33]/[CH:34]=[CH:35]\[CH2:36]/[CH:37]=[CH:38]\[CH2:39][CH2:40][CH2:41][CH2:42][CH3:43])[CH2:23][NH:22][CH2:21]1)[CH2:2][CH2:3][CH2:4][CH2:5][CH2:6][CH2:7][CH2:8]/[CH:9]=[CH:10]\[CH2:11]/[CH:12]=[CH:13]\[CH2:14][CH2:15][CH2:16][CH2:17][CH3:18].[C:44]([O:48][CH2:49][CH3:50])(=[O:47])[CH:45]=[CH2:46].[O-]CC.[Na+], predict the reaction product. The product is: [CH2:1]([O:19][C@H:20]1[C@H:24]([O:25][CH2:26][CH2:27][CH2:28][CH2:29][CH2:30][CH2:31][CH2:32][CH2:33]/[CH:34]=[CH:35]\[CH2:36]/[CH:37]=[CH:38]\[CH2:39][CH2:40][CH2:41][CH2:42][CH3:43])[CH2:23][N:22]([CH2:46][CH2:45][C:44]([O:48][CH2:49][CH3:50])=[O:47])[CH2:21]1)[CH2:2][CH2:3][CH2:4][CH2:5][CH2:6][CH2:7][CH2:8]/[CH:9]=[CH:10]\[CH2:11]/[CH:12]=[CH:13]\[CH2:14][CH2:15][CH2:16][CH2:17][CH3:18]. (3) Given the reactants [F:1][C:2]([F:15])([F:14])[C:3]1[NH:13][C:6]2=N[CH:8]=[C:9]([C:11]#[N:12])[CH:10]=[C:5]2[CH:4]=1.[C:16](OC(OC(C)(C)C)=O)([O:18]C(C)(C)C)=[O:17].[2H][B-]([2H])([2H])[2H].[Na+].[CH3:37]O, predict the reaction product. The product is: [C:11]([C:9]1[CH:10]=[C:5]2[C:6](=[CH:37][CH:8]=1)[NH:13][C:3]([C:2]([F:1])([F:15])[F:14])=[C:4]2[C:16]([OH:18])=[O:17])#[N:12]. (4) Given the reactants [I-].C[S+](C)(C)=O.[CH3:7]C(C)([O-])C.[Na+].[Br:13][C:14]1[CH:19]=[CH:18][C:17](/[CH:20]=[CH:21]/[C:22]([O:24][C:25]([CH3:28])([CH3:27])[CH3:26])=[O:23])=[CH:16][CH:15]=1.[S], predict the reaction product. The product is: [Br:13][C:14]1[CH:15]=[CH:16][C:17]([CH:20]2[CH2:7][CH:21]2[C:22]([O:24][C:25]([CH3:28])([CH3:27])[CH3:26])=[O:23])=[CH:18][CH:19]=1. (5) Given the reactants [C:1]([C:3]1[CH:4]=[CH:5][C:6]2[N:12]3[C:13]([C:16]([F:19])([F:18])[F:17])=[N:14][N:15]=[C:11]3[C@H:10]([CH2:20][C:21]([O:23]CC)=[O:22])[O:9][C@@H:8]([C:26]3[CH:31]=[CH:30][CH:29]=[C:28]([O:32][CH3:33])[C:27]=3[O:34][CH3:35])[C:7]=2[CH:36]=1)#[N:2].Cl, predict the reaction product. The product is: [C:1]([C:3]1[CH:4]=[CH:5][C:6]2[N:12]3[C:13]([C:16]([F:19])([F:18])[F:17])=[N:14][N:15]=[C:11]3[C@@H:10]([CH2:20][C:21]([OH:23])=[O:22])[O:9][C@H:8]([C:26]3[CH:31]=[CH:30][CH:29]=[C:28]([O:32][CH3:33])[C:27]=3[O:34][CH3:35])[C:7]=2[CH:36]=1)#[N:2]. (6) The product is: [CH:3]1([CH2:6][C@H:7]([NH:10][C:11](=[O:17])[O:12][C:13]([CH3:14])([CH3:16])[CH3:15])[CH2:8][O:9][CH2:19][CH2:20][O:21][CH3:22])[CH2:5][CH2:4]1. Given the reactants [H-].[Na+].[CH:3]1([CH2:6][C@H:7]([NH:10][C:11](=[O:17])[O:12][C:13]([CH3:16])([CH3:15])[CH3:14])[CH2:8][OH:9])[CH2:5][CH2:4]1.Br[CH2:19][CH2:20][O:21][CH3:22], predict the reaction product.